This data is from Reaction yield outcomes from USPTO patents with 853,638 reactions. The task is: Predict the reaction yield, written as a fraction of the theoretical maximum amount of product (1.0 means a 100% yield; for example, 0.34 means a 34% yield). (1) The reactants are [Cl:1][C:2]1[N:7]([CH2:8][CH3:9])[C:6](=[O:10])[NH:5][C:4](=[O:11])[C:3]=1[CH:12]([CH3:14])[CH3:13].[H-].[Na+].[CH3:17][O:18][CH2:19]Cl. The catalyst is CN(C=O)C. The product is [Cl:1][C:2]1[N:7]([CH2:8][CH3:9])[C:6](=[O:10])[N:5]([CH2:17][O:18][CH3:19])[C:4](=[O:11])[C:3]=1[CH:12]([CH3:13])[CH3:14]. The yield is 0.910. (2) The reactants are [N:1]1[C:6]2[CH2:7][CH2:8][CH2:9][C:5]=2[C:4](O)=[N:3][CH:2]=1.CCN(C(C)C)C(C)C.O=P(Cl)(Cl)[Cl:22]. The catalyst is ClCCCl. The product is [Cl:22][C:4]1[C:5]2[CH2:9][CH2:8][CH2:7][C:6]=2[N:1]=[CH:2][N:3]=1. The yield is 0.510. (3) The reactants are O[C:2]1[C:11]2[C:6](=[C:7]([CH3:14])[C:8]([O:12][CH3:13])=[CH:9][CH:10]=2)[N:5]=[CH:4][CH:3]=1.O=P(Cl)(Cl)[Cl:17]. No catalyst specified. The product is [Cl:17][C:2]1[C:11]2[C:6](=[C:7]([CH3:14])[C:8]([O:12][CH3:13])=[CH:9][CH:10]=2)[N:5]=[CH:4][CH:3]=1. The yield is 0.925.